This data is from Forward reaction prediction with 1.9M reactions from USPTO patents (1976-2016). The task is: Predict the product of the given reaction. (1) Given the reactants [Cl:1][C:2]1[CH:3]=[C:4]2[C:10]3([CH2:15][CH2:14][N:13]([C:16]([O:18][C:19]([CH3:22])([CH3:21])[CH3:20])=[O:17])[CH2:12][CH2:11]3)[CH2:9][N:8]([C:23]3[C:24]4[C@H:31]([CH3:32])[CH2:30][CH:29]([OH:33])[C:25]=4[N:26]=[CH:27][N:28]=3)[C:5]2=[CH:6][CH:7]=1.[N+:34]([C:37]1[CH:45]=[CH:44][C:40]([C:41](Cl)=[O:42])=[CH:39][CH:38]=1)([O-:36])=[O:35], predict the reaction product. The product is: [Cl:1][C:2]1[CH:3]=[C:4]2[C:10]3([CH2:11][CH2:12][N:13]([C:16]([O:18][C:19]([CH3:22])([CH3:21])[CH3:20])=[O:17])[CH2:14][CH2:15]3)[CH2:9][N:8]([C:23]3[C:24]4[C@H:31]([CH3:32])[CH2:30][C@@H:29]([O:33][C:41](=[O:42])[C:40]5[CH:39]=[CH:38][C:37]([N+:34]([O-:36])=[O:35])=[CH:45][CH:44]=5)[C:25]=4[N:26]=[CH:27][N:28]=3)[C:5]2=[CH:6][CH:7]=1. (2) Given the reactants [CH3:1][C:2]1[CH:7]=[CH:6][N:5]=[C:4]([NH:8][C:9]2[S:10][CH:11]=[C:12]([C:14]3[C:15]([C:19]([C:21]4[CH:26]=[CH:25][CH:24]=[CH:23][CH:22]=4)=[O:20])=[N:16][NH:17][CH:18]=3)[N:13]=2)[N:3]=1.[BH4-].[Na+], predict the reaction product. The product is: [CH3:1][C:2]1[CH:7]=[CH:6][N:5]=[C:4]([NH:8][C:9]2[S:10][CH:11]=[C:12]([C:14]3[C:15]([CH:19]([C:21]4[CH:26]=[CH:25][CH:24]=[CH:23][CH:22]=4)[OH:20])=[N:16][NH:17][CH:18]=3)[N:13]=2)[N:3]=1. (3) The product is: [NH2:15][C:11]1[N:10]=[C:9]([NH:22][CH2:17][CH2:18][CH2:19][CH2:20][CH3:21])[C:8]([CH2:1][C:2]2[CH:7]=[CH:6][CH:5]=[CH:4][CH:3]=2)=[C:13]([CH3:14])[N:12]=1. Given the reactants [CH2:1]([C:8]1[C:9](Cl)=[N:10][C:11]([NH2:15])=[N:12][C:13]=1[CH3:14])[C:2]1[CH:7]=[CH:6][CH:5]=[CH:4][CH:3]=1.[CH2:17]([NH2:22])[CH2:18][CH2:19][CH2:20][CH3:21], predict the reaction product. (4) The product is: [OH:2][CH2:3][C:4]1[C:5]([CH3:17])=[CH:6][CH:7]=[CH:8][C:9]=1[N:10]1[C:14](=[O:15])[N:13]([CH3:16])[N:12]=[N:11]1. Given the reactants C[O:2][C:3](=O)[C:4]1[C:9]([N:10]2[C:14](=[O:15])[N:13]([CH3:16])[N:12]=[N:11]2)=[CH:8][CH:7]=[CH:6][C:5]=1[CH3:17].C([BH-](CC)CC)C.[Li+].O.Cl, predict the reaction product. (5) The product is: [C:11]([NH:15][C:8]([C:5]1[N:6]=[N:7][C:2]([Cl:1])=[CH:3][CH:4]=1)=[O:10])([CH3:14])([CH3:13])[CH3:12]. Given the reactants [Cl:1][C:2]1[N:7]=[N:6][C:5]([C:8]([OH:10])=O)=[CH:4][CH:3]=1.[C:11]([NH2:15])([CH3:14])([CH3:13])[CH3:12].C1N(P(Cl)(N2C(=O)OCC2)=O)C(=O)OC1.C([O-])(O)=O.[Na+], predict the reaction product. (6) Given the reactants [Cl:1][C:2]1[CH:3]=[C:4]([O:9][C:10]2[CH:15]=[CH:14][CH:13]=[CH:12][CH:11]=2)[C:5]([NH2:8])=[N:6][CH:7]=1.[C:16]([N:24]=[C:25]=[S:26])(=[O:23])[C:17]1[CH:22]=[CH:21][CH:20]=[CH:19][CH:18]=1, predict the reaction product. The product is: [C:16]([NH:24][C:25]([NH:8][C:5]1[C:4]([O:9][C:10]2[CH:15]=[CH:14][CH:13]=[CH:12][CH:11]=2)=[CH:3][C:2]([Cl:1])=[CH:7][N:6]=1)=[S:26])(=[O:23])[C:17]1[CH:22]=[CH:21][CH:20]=[CH:19][CH:18]=1.